Dataset: Catalyst prediction with 721,799 reactions and 888 catalyst types from USPTO. Task: Predict which catalyst facilitates the given reaction. (1) Reactant: CN([CH:4]=[C:5]1[CH2:18][CH2:17][C:8]2[N:9]=[C:10]([N:12]=CN(C)C)[S:11][C:7]=2[C:6]1=O)C.[N+]([O-])(O)=O.[C:24]1([NH:30][C:31]([NH2:33])=[NH:32])[CH:29]=[CH:28][CH:27]=[CH:26][CH:25]=1.[OH-].[Na+]. Product: [C:24]1([NH:30][C:31]2[N:33]=[CH:4][C:5]3[CH2:18][CH2:17][C:8]4[N:9]=[C:10]([NH2:12])[S:11][C:7]=4[C:6]=3[N:32]=2)[CH:29]=[CH:28][CH:27]=[CH:26][CH:25]=1. The catalyst class is: 141. (2) Reactant: [N:1]1[CH:6]=[CH:5][CH:4]=[CH:3][C:2]=1[CH:7]=O.[NH:9]1[C:13]2[CH:14]=[CH:15][CH:16]=[CH:17][C:12]=2[N:11]=[C:10]1[CH2:18][N:19]([CH2:30][C:31]1[CH:36]=[CH:35][CH:34]=[C:33]([CH2:37][NH:38][CH:39]([C:41]2[CH:46]=[CH:45][CH:44]=[CH:43][CH:42]=2)[CH3:40])[CH:32]=1)[CH:20]1[C:29]2[N:28]=[CH:27][CH:26]=[CH:25][C:24]=2[CH2:23][CH2:22][CH2:21]1.C(O[BH-](OC(=O)C)OC(=O)C)(=O)C.[Na+]. Product: [NH:9]1[C:13]2[CH:14]=[CH:15][CH:16]=[CH:17][C:12]=2[N:11]=[C:10]1[CH2:18][N:19]([CH2:30][C:31]1[CH:36]=[CH:35][CH:34]=[C:33]([CH2:37][N:38]([CH:39]([C:41]2[CH:46]=[CH:45][CH:44]=[CH:43][CH:42]=2)[CH3:40])[CH2:7][C:2]2[CH:3]=[CH:4][CH:5]=[CH:6][N:1]=2)[CH:32]=1)[CH:20]1[C:29]2[N:28]=[CH:27][CH:26]=[CH:25][C:24]=2[CH2:23][CH2:22][CH2:21]1. The catalyst class is: 2.